This data is from Full USPTO retrosynthesis dataset with 1.9M reactions from patents (1976-2016). The task is: Predict the reactants needed to synthesize the given product. (1) Given the product [C:10]1([C:16](=[N:23][CH2:24][C:25]2([C:31]([O:33][CH2:34][CH3:35])=[O:32])[CH2:30][CH2:29][N:28]([C:37]3[C:38]4[CH:45]=[CH:44][NH:43][C:39]=4[N:40]=[CH:41][N:42]=3)[CH2:27][CH2:26]2)[C:17]2[CH:22]=[CH:21][CH:20]=[CH:19][CH:18]=2)[CH:15]=[CH:14][CH:13]=[CH:12][CH:11]=1, predict the reactants needed to synthesize it. The reactants are: C(N(C(C)C)C(C)C)C.[C:10]1([C:16](=[N:23][CH2:24][C:25]2([C:31]([O:33][CH2:34][CH3:35])=[O:32])[CH2:30][CH2:29][NH:28][CH2:27][CH2:26]2)[C:17]2[CH:22]=[CH:21][CH:20]=[CH:19][CH:18]=2)[CH:15]=[CH:14][CH:13]=[CH:12][CH:11]=1.Cl[C:37]1[C:38]2[CH:45]=[CH:44][NH:43][C:39]=2[N:40]=[CH:41][N:42]=1. (2) Given the product [CH3:15][C@H:16]1[CH2:17][C:18](=[O:21])[CH2:19][CH2:20][N:39]1[C@H:32]([C:33]1[CH:38]=[CH:37][CH:36]=[CH:35][CH:34]=1)[CH3:31], predict the reactants needed to synthesize it. The reactants are: C(C1C(C[C:15]2[CH:20]=[CH:19][C:18]([OH:21])=[CH:17][CH:16]=2)=C2N=C(C)C=C(C)N2N=1)C.C([Mg]Br)=C.CCOCC.[CH3:31][C@H:32]([NH2:39])[C:33]1[CH:38]=[CH:37][CH:36]=[CH:35][CH:34]=1. (3) Given the product [NH2:14][C:7]1[S:8][C:9]([C:10]([F:13])([F:11])[F:12])=[C:5]([C:1](=[O:4])[CH2:2][CH3:3])[N:6]=1, predict the reactants needed to synthesize it. The reactants are: [C:1]([C:5]1[N:6]=[C:7]([N:14]2C(=O)C3C(=CC=CC=3)C2=O)[S:8][C:9]=1[C:10]([F:13])([F:12])[F:11])(=[O:4])[CH2:2][CH3:3].O.NN. (4) Given the product [C:1]([O:5][C:6]([N:8]1[CH2:20][C@@H:19]([CH3:21])[N:18]2[C@H:10]([CH2:11][C:12]3[C:17]2=[N:16][C:15]([CH2:22][OH:23])=[C:14]([Br:24])[CH:13]=3)[CH2:9]1)=[O:7])([CH3:2])([CH3:4])[CH3:3], predict the reactants needed to synthesize it. The reactants are: [C:1]([O:5][C:6]([N:8]1[CH2:20][C@@H:19]([CH3:21])[N:18]2[C@H:10]([CH2:11][C:12]3[C:17]2=[N:16][C:15]([CH2:22][OH:23])=[CH:14][CH:13]=3)[CH2:9]1)=[O:7])([CH3:4])([CH3:3])[CH3:2].[Br:24]N1C(=O)CCC1=O. (5) Given the product [Cl:1][C:2]1[N:3]=[CH:4][C:5]2[CH2:6][CH2:7][CH2:8][C:9]3([C:27](=[O:29])[NH:18][C:13](=[O:16])[NH:17]3)[C:10]=2[CH:11]=1, predict the reactants needed to synthesize it. The reactants are: [Cl:1][C:2]1[N:3]=[CH:4][C:5]2[CH2:6][CH2:7][CH2:8][C:9](=O)[C:10]=2[CH:11]=1.[C:13](=[O:16])([O-])[O-].[NH4+:17].[NH4+:18].[C-]#N.[K+].S(=O)(O)[O-].[Na+].[CH2:27]([OH:29])C. (6) Given the product [O:10]([CH2:9][C@H:8]([CH3:7])[CH2:11][OH:12])[Si:34]([C:47]([CH3:50])([CH3:49])[CH3:48])([C:41]1[CH:42]=[CH:43][CH:44]=[CH:45][CH:46]=1)[C:35]1[CH:40]=[CH:39][CH:38]=[CH:37][CH:36]=1, predict the reactants needed to synthesize it. The reactants are: C(OC=C)(=O)C.[CH3:7][CH:8]([CH2:11][OH:12])[CH2:9][OH:10].C(OC[C@@H](C)CO)(=O)C.C(OCC(C)COC(=O)C)(=O)C.[Si:34](Cl)([C:47]([CH3:50])([CH3:49])[CH3:48])([C:41]1[CH:46]=[CH:45][CH:44]=[CH:43][CH:42]=1)[C:35]1[CH:40]=[CH:39][CH:38]=[CH:37][CH:36]=1.N1C=CN=C1. (7) Given the product [F:3][C:4]1[CH:5]=[CH:6][C:7]([CH2:8][N:9]([CH3:15])[C:10](=[O:12])[CH3:11])=[CH:13][CH:14]=1, predict the reactants needed to synthesize it. The reactants are: [H-].[Na+].[F:3][C:4]1[CH:14]=[CH:13][C:7]([CH2:8][NH:9][C:10](=[O:12])[CH3:11])=[CH:6][CH:5]=1.[CH3:15]I.O. (8) Given the product [F:7][C:8]([F:20])([F:21])[C:9]1[CH:10]=[C:11]([CH2:15][CH2:16][CH:17]([OH:19])[CH3:18])[CH:12]=[CH:13][CH:14]=1, predict the reactants needed to synthesize it. The reactants are: [H-].[H-].[H-].[H-].[Li+].[Al+3].[F:7][C:8]([F:21])([F:20])[C:9]1[CH:10]=[C:11]([CH:15]=[CH:16][C:17](=[O:19])[CH3:18])[CH:12]=[CH:13][CH:14]=1. (9) Given the product [Cl:19][C:20]1[CH:21]=[C:22]([C:27]2[O:38][C:30]([CH:32]=[C:3]3[C:2](=[O:1])[N:6]([CH:7]([CH2:11][C:12]4[CH:17]=[CH:16][CH:15]=[CH:14][CH:13]=4)[C:8]([OH:10])=[O:9])[C:5](=[S:18])[NH:4]3)=[CH:29][CH:28]=2)[CH:23]=[CH:24][C:25]=1[Cl:26], predict the reactants needed to synthesize it. The reactants are: [O:1]=[C:2]1[N:6]([CH:7]([CH2:11][C:12]2[CH:17]=[CH:16][CH:15]=[CH:14][CH:13]=2)[C:8]([OH:10])=[O:9])[C:5](=[S:18])[NH:4][CH2:3]1.[Cl:19][C:20]1[CH:21]=[C:22]([C:27]2S[C:30]([CH:32]=O)=[CH:29][CH:28]=2)[CH:23]=[CH:24][C:25]=1[Cl:26].NCCC(O)=[O:38].CO.C(Cl)Cl. (10) The reactants are: [N+:1]([C:4]1[CH:12]=[CH:11][CH:10]=[C:9]2[C:5]=1[CH:6]=[N:7][NH:8]2)([O-:3])=[O:2].[H-].[Na+].Br.Br[CH2:17][C:18]1[CH:23]=[CH:22][N:21]=[CH:20][CH:19]=1.O. Given the product [N+:1]([C:4]1[CH:12]=[CH:11][CH:10]=[C:9]2[C:5]=1[CH:6]=[N:7][N:8]2[CH2:17][C:18]1[CH:23]=[CH:22][N:21]=[CH:20][CH:19]=1)([O-:3])=[O:2], predict the reactants needed to synthesize it.